From a dataset of Experimentally validated miRNA-target interactions with 360,000+ pairs, plus equal number of negative samples. Binary Classification. Given a miRNA mature sequence and a target amino acid sequence, predict their likelihood of interaction. The miRNA is hsa-miR-1908-5p with sequence CGGCGGGGACGGCGAUUGGUC. The protein sequence of the target gene is MLKSNDCLFSLENLFFEKPDEVENHPDNEKSLDWFLPPAPLISEIPDTQELEEELESHKLLGQEKRPKMLTSNLKITNEDTNYISLTQKFQFAFPSDKYEQDDLNLEGVGNNDLSHIAGKLTYASQKYKNHIGTEIAPEKSVPDDTKLVNFAEDKGESTSVFRKRLFKISDNIHGSAYSNDNELDSHIGSVKIVQTEMNKGKSRNYSNSKQKFQYSANVFTANNAFSASEIGEGMFKAPSFSVAFQPHDIQEVTENGLGSLKAVTEIPAKFRSIFKEFPYFNYIQSKAFDDLLYTDRNFV.... Result: 0 (no interaction).